From a dataset of CYP2D6 inhibition data for predicting drug metabolism from PubChem BioAssay. Regression/Classification. Given a drug SMILES string, predict its absorption, distribution, metabolism, or excretion properties. Task type varies by dataset: regression for continuous measurements (e.g., permeability, clearance, half-life) or binary classification for categorical outcomes (e.g., BBB penetration, CYP inhibition). Dataset: cyp2d6_veith. (1) The compound is Oc1ccc2oc3c(c2c1)CCCC3. The result is 0 (non-inhibitor). (2) The molecule is CCCNc1nc(NCC)nc(OC)n1. The result is 0 (non-inhibitor). (3) The molecule is CC(C)(C)C1CCC2(CC1)NC(CO)(CO)CO2. The result is 0 (non-inhibitor). (4) The molecule is CN[C@H](Cc1ccccc1)c1cccc(OC)c1O. The result is 1 (inhibitor). (5) The molecule is COC(=O)[C@H](C)NC(=O)C/C=C\[C@@H](C)[C@H]1C=C[C@H](O)[C@@H](CO)O1. The result is 0 (non-inhibitor).